Dataset: Catalyst prediction with 721,799 reactions and 888 catalyst types from USPTO. Task: Predict which catalyst facilitates the given reaction. (1) Reactant: [CH3:1][N:2]1[CH2:14][CH2:13][C:12]2[C:11]3[C:6](=[CH:7][CH:8]=[C:9]([CH3:15])[CH:10]=3)[N:5]([CH2:16][C:17]([O:19]CC)=[O:18])[C:4]=2[CH2:3]1.[OH-].[Na+]. Product: [CH3:1][N:2]1[CH2:14][CH2:13][C:12]2[C:11]3[C:6](=[CH:7][CH:8]=[C:9]([CH3:15])[CH:10]=3)[N:5]([CH2:16][C:17]([OH:19])=[O:18])[C:4]=2[CH2:3]1. The catalyst class is: 20. (2) Reactant: [Br:1][C:2]1[C:7]([F:8])=[CH:6][C:5]([S:9](Cl)(=[O:11])=[O:10])=[C:4]([F:13])[CH:3]=1.[CH:14]1([CH2:17][NH2:18])[CH2:16][CH2:15]1. Product: [Br:1][C:2]1[C:7]([F:8])=[CH:6][C:5]([S:9]([NH:18][CH2:17][CH:14]2[CH2:16][CH2:15]2)(=[O:11])=[O:10])=[C:4]([F:13])[CH:3]=1. The catalyst class is: 4. (3) Reactant: [Cl:1][C:2]1[CH:7]=[CH:6][C:5]([NH:8][C:9](=[O:27])[CH2:10][CH2:11][C:12]2[CH:17]=[CH:16][C:15]([O:18][C:19]3[CH:24]=[CH:23][N:22]=[C:21]([C:25]#[N:26])[CH:20]=3)=[CH:14][CH:13]=2)=[CH:4][C:3]=1[C:28]([F:31])([F:30])[F:29].Cl.[NH2:33][OH:34].CCN(C(C)C)C(C)C. Product: [Cl:1][C:2]1[CH:7]=[CH:6][C:5]([NH:8][C:9](=[O:27])[CH2:10][CH2:11][C:12]2[CH:17]=[CH:16][C:15]([O:18][C:19]3[CH:24]=[CH:23][N:22]=[C:21]([C:25]([NH:33][OH:34])=[NH:26])[CH:20]=3)=[CH:14][CH:13]=2)=[CH:4][C:3]=1[C:28]([F:31])([F:29])[F:30]. The catalyst class is: 5. (4) Reactant: [CH2:1]([O:3][C:4](=[O:22])[CH:5]=[CH:6][C:7]1[CH:12]=[CH:11][C:10]([O:13]CC2C=CC=CC=2)=[CH:9][C:8]=1[CH3:21])C.[H][H]. Product: [CH3:1][O:3][C:4](=[O:22])[CH2:5][CH2:6][C:7]1[CH:12]=[CH:11][C:10]([OH:13])=[CH:9][C:8]=1[CH3:21]. The catalyst class is: 604. (5) Reactant: CC([N:5]([C@@H:9]1[CH2:14][C@@H:13]([CH3:15])[CH2:12][N:11]([C:16]2[CH:21]=[C:20]([C:22]3[CH:27]=[CH:26][C:25]([C:28]#[N:29])=[C:24]([F:30])[CH:23]=3)[N:19]=[C:18]([NH2:31])[N:17]=2)[CH2:10]1)C(=O)[O-])(C)C.[ClH:32]. Product: [ClH:32].[NH2:31][C:18]1[N:19]=[C:20]([C:22]2[CH:27]=[CH:26][C:25]([C:28]#[N:29])=[C:24]([F:30])[CH:23]=2)[CH:21]=[C:16]([N:11]2[CH2:12][C@H:13]([CH3:15])[CH2:14][C@@H:9]([NH2:5])[CH2:10]2)[N:17]=1. The catalyst class is: 12. (6) Reactant: [C:1]([O:5][C:6]([N:8]1[CH2:13][CH:12]=[C:11]([C:14]2[N:19]=[C:18]([NH:20][C:21]3[N:26]=[CH:25][C:24]4[N:27]=[CH:28][N:29]([CH:30]([CH3:32])[CH3:31])[C:23]=4[CH:22]=3)[CH:17]=[CH:16][N:15]=2)[CH2:10][CH2:9]1)=[O:7])([CH3:4])([CH3:3])[CH3:2]. The catalyst class is: 582. Product: [C:1]([O:5][C:6]([N:8]1[CH2:9][CH2:10][CH:11]([C:14]2[N:19]=[C:18]([NH:20][C:21]3[N:26]=[CH:25][C:24]4[N:27]=[CH:28][N:29]([CH:30]([CH3:32])[CH3:31])[C:23]=4[CH:22]=3)[CH:17]=[CH:16][N:15]=2)[CH2:12][CH2:13]1)=[O:7])([CH3:4])([CH3:2])[CH3:3].